Dataset: Forward reaction prediction with 1.9M reactions from USPTO patents (1976-2016). Task: Predict the product of the given reaction. Given the reactants [Cl:1][C:2]1[CH:9]=[C:8]([Cl:10])[CH:7]=[CH:6][C:3]=1[CH:4]=O.[CH3:11][C:12]1[N:13]=[C:14]([CH2:17][C:18]([CH3:20])=O)[S:15][CH:16]=1.[NH2:21]/[C:22](/[CH3:26])=[CH:23]\[C:24]#[N:25], predict the reaction product. The product is: [Cl:1][C:2]1[CH:9]=[C:8]([Cl:10])[CH:7]=[CH:6][C:3]=1[CH:4]1[C:17]([C:14]2[S:15][CH:16]=[C:12]([CH3:11])[N:13]=2)=[C:18]([CH3:20])[NH:21][C:22]([CH3:26])=[C:23]1[C:24]#[N:25].